This data is from Catalyst prediction with 721,799 reactions and 888 catalyst types from USPTO. The task is: Predict which catalyst facilitates the given reaction. (1) Reactant: [Br:1][C:2]1[CH:3]=[C:4]([C:8]2([CH:15]([F:17])[F:16])[CH2:13][O:12][CH2:11][C:10]([NH2:14])=[N:9]2)[CH:5]=[CH:6][CH:7]=1.[CH3:18][C:19]([O:22][C:23](O[C:23]([O:22][C:19]([CH3:21])([CH3:20])[CH3:18])=[O:24])=[O:24])([CH3:21])[CH3:20].CCN(C(C)C)C(C)C. Product: [C:19]([O:22][C:23](=[O:24])[NH:14][C:10]1[CH2:11][O:12][CH2:13][C:8]([C:4]2[CH:5]=[CH:6][CH:7]=[C:2]([Br:1])[CH:3]=2)([CH:15]([F:16])[F:17])[N:9]=1)([CH3:21])([CH3:20])[CH3:18]. The catalyst class is: 616. (2) Reactant: [NH2:1][C:2]1[CH:3]=[CH:4][C:5]([O:8][CH3:9])=[N:6][CH:7]=1.C(O[CH:13]=[C:14]([C:20]([O:22][CH2:23][CH3:24])=[O:21])[C:15]([O:17][CH2:18][CH3:19])=[O:16])C. Product: [CH2:18]([O:17][C:15](=[O:16])[C:14](=[CH:13][NH:1][C:2]1[CH:7]=[N:6][C:5]([O:8][CH3:9])=[CH:4][CH:3]=1)[C:20]([O:22][CH2:23][CH3:24])=[O:21])[CH3:19]. The catalyst class is: 14. (3) Reactant: [CH3:1][CH:2]1[CH2:7][N:6]([C:8]([O:10][C:11]([CH3:14])([CH3:13])[CH3:12])=[O:9])[CH:5]([C:15]([O:17]C)=O)[CH2:4][CH2:3]1.[CH2:19]([Mg]Br)[CH3:20].S(=O)(=O)(O)O. Product: [OH:17][C:15]1([CH:5]2[CH2:4][CH2:3][CH:2]([CH3:1])[CH2:7][N:6]2[C:8]([O:10][C:11]([CH3:12])([CH3:13])[CH3:14])=[O:9])[CH2:20][CH2:19]1. The catalyst class is: 27. (4) Reactant: [F:1][C:2]1[CH:10]=[CH:9][C:8]([O:11][CH3:12])=[CH:7][C:3]=1[C:4](O)=[O:5].S(Cl)([Cl:15])=O. Product: [F:1][C:2]1[CH:10]=[CH:9][C:8]([O:11][CH3:12])=[CH:7][C:3]=1[C:4]([Cl:15])=[O:5]. The catalyst class is: 3. (5) Reactant: [CH:1]1([C:19]([O:21]C)=[O:20])[C:3]2([CH2:8][CH2:7][N:6]([C:9]([O:11][CH2:12][C:13]3[CH:18]=[CH:17][CH:16]=[CH:15][CH:14]=3)=[O:10])[CH2:5][CH2:4]2)[CH2:2]1.[Li+].[OH-]. Product: [CH2:12]([O:11][C:9]([N:6]1[CH2:5][CH2:4][C:3]2([CH:1]([C:19]([OH:21])=[O:20])[CH2:2]2)[CH2:8][CH2:7]1)=[O:10])[C:13]1[CH:14]=[CH:15][CH:16]=[CH:17][CH:18]=1. The catalyst class is: 20. (6) Product: [Cl:29][C:27]1[N:26]=[N:25][C:24]([O:11][C:5]2[C:6]([CH3:10])=[CH:7][CH:8]=[CH:9][C:4]=2[CH:1]2[CH2:3][CH2:2]2)=[C:23]([OH:22])[CH:28]=1. Reactant: [CH:1]1([C:4]2[CH:9]=[CH:8][CH:7]=[C:6]([CH3:10])[C:5]=2[OH:11])[CH2:3][CH2:2]1.ClC1C=CC=CC=1Cl.[OH-].[Cs+].[OH:22][C:23]1[CH:28]=[C:27]([Cl:29])[N:26]=[N:25][C:24]=1Cl. The catalyst class is: 107. (7) Reactant: [C:1]([C:5]1[O:9][N:8]=[C:7]([NH:10][C:11]([NH:13][C:14]2[CH:19]=[CH:18][CH:17]=[C:16]([S:20][C:21]3[C:30]4[C:25](=[CH:26][C:27]([O:33][CH2:34][CH2:35]Cl)=[C:28]([O:31][CH3:32])[CH:29]=4)[N:24]=[CH:23][N:22]=3)[CH:15]=2)=[O:12])[CH:6]=1)([CH3:4])([CH3:3])[CH3:2].[CH3:37][S:38]([N:41]1[CH2:46][CH2:45][NH:44][CH2:43][CH2:42]1)(=[O:40])=[O:39].C(N(C(C)C)CC)(C)C. Product: [C:1]([C:5]1[O:9][N:8]=[C:7]([NH:10][C:11]([NH:13][C:14]2[CH:19]=[CH:18][CH:17]=[C:16]([S:20][C:21]3[C:30]4[C:25](=[CH:26][C:27]([O:33][CH2:34][CH2:35][N:44]5[CH2:45][CH2:46][N:41]([S:38]([CH3:37])(=[O:40])=[O:39])[CH2:42][CH2:43]5)=[C:28]([O:31][CH3:32])[CH:29]=4)[N:24]=[CH:23][N:22]=3)[CH:15]=2)=[O:12])[CH:6]=1)([CH3:4])([CH3:3])[CH3:2]. The catalyst class is: 589.